Dataset: Catalyst prediction with 721,799 reactions and 888 catalyst types from USPTO. Task: Predict which catalyst facilitates the given reaction. (1) Reactant: [OH:1][CH2:2][C:3]12[CH2:10][CH2:9][C:6]([C:11]3[NH:19][C:18]4[C:17](=[O:20])[N:16]([CH2:21][CH2:22][CH3:23])[C:15](=[O:24])[N:14]([CH2:25][CH2:26][CH3:27])[C:13]=4[N:12]=3)([CH2:7][CH2:8]1)[CH2:5][CH2:4]2.CC(OI1(OC(C)=O)(OC(C)=O)OC(=O)C2C=CC=CC1=2)=O. Product: [O:24]=[C:15]1[N:14]([CH2:25][CH2:26][CH3:27])[C:13]2[N:12]=[C:11]([C:6]34[CH2:7][CH2:8][C:3]([CH:2]=[O:1])([CH2:10][CH2:9]3)[CH2:4][CH2:5]4)[NH:19][C:18]=2[C:17](=[O:20])[N:16]1[CH2:21][CH2:22][CH3:23]. The catalyst class is: 2. (2) Reactant: [CH2:1]([O:3][C:4](=[O:13])[CH2:5][C:6]1[CH:11]=[CH:10][C:9]([NH2:12])=[CH:8][CH:7]=1)[CH3:2].C(O)(=O)C.[CH2:18]([O:25][C:26]1[CH:33]=[C:32]([I:34])[CH:31]=[CH:30][C:27]=1[CH:28]=O)[CH2:19][CH2:20][CH2:21][CH2:22][CH2:23][CH3:24].C([BH3-])#N.[Na+]. Product: [CH2:18]([O:25][C:26]1[CH:33]=[C:32]([I:34])[CH:31]=[CH:30][C:27]=1[CH2:28][NH:12][C:9]1[CH:8]=[CH:7][C:6]([CH2:5][C:4]([O:3][CH2:1][CH3:2])=[O:13])=[CH:11][CH:10]=1)[CH2:19][CH2:20][CH2:21][CH2:22][CH2:23][CH3:24]. The catalyst class is: 3. (3) Product: [CH2:1]([C:4]1[CH:21]=[CH:20][C:7]([NH:8][C:9]2[C:17]([F:18])=[C:16]([F:19])[CH:15]=[CH:14][C:10]=2[C:11]([NH:23][O:24][CH2:25][CH2:26][OH:27])=[O:13])=[C:6]([F:22])[CH:5]=1)[CH:2]=[CH2:3]. The catalyst class is: 5. Reactant: [CH2:1]([C:4]1[CH:21]=[CH:20][C:7]([NH:8][C:9]2[C:17]([F:18])=[C:16]([F:19])[CH:15]=[CH:14][C:10]=2[C:11]([OH:13])=O)=[C:6]([F:22])[CH:5]=1)[CH:2]=[CH2:3].[NH2:23][O:24][CH2:25][CH2:26][OH:27].[Cl-].COC1N=C(OC)N=C([N+]2(C)CCOCC2)N=1. (4) Reactant: [NH2:1][C:2]1[CH:7]=[CH:6][C:5]([F:8])=[CH:4][C:3]=1[NH:9][C:10]1[CH:18]=[CH:17][CH:16]=[C:15]2[C:11]=1[CH2:12][CH2:13][CH:14]2[N:19]([C:34](=[O:39])[C:35]([F:38])([F:37])[F:36])[C:20]1[CH:33]=[CH:32][C:23]2[C@H:24]([CH2:27][C:28]([O:30][CH3:31])=[O:29])[CH2:25][O:26][C:22]=2[CH:21]=1.[C:40](O)(=O)[CH3:41]. Product: [F:8][C:5]1[CH:6]=[CH:7][C:2]2[N:1]=[C:40]([CH3:41])[N:9]([C:10]3[CH:18]=[CH:17][CH:16]=[C:15]4[C:11]=3[CH2:12][CH2:13][CH:14]4[N:19]([C:34](=[O:39])[C:35]([F:38])([F:37])[F:36])[C:20]3[CH:33]=[CH:32][C:23]4[C@H:24]([CH2:27][C:28]([O:30][CH3:31])=[O:29])[CH2:25][O:26][C:22]=4[CH:21]=3)[C:3]=2[CH:4]=1. The catalyst class is: 152. (5) Reactant: [C:1]([C:3]1[C:4]([NH:19][C:20]2[CH:25]=[CH:24][CH:23]=[C:22]([N:26]3[N:30]=[CH:29][CH:28]=[N:27]3)[CH:21]=2)=[N:5][C:6]([NH:11][C@H:12]([CH:16]([CH3:18])[CH3:17])[C:13]([NH2:15])=[O:14])=[N:7][C:8]=1OC)#[N:2].C([O-])([O-])=[O:32].[K+].[K+].OO. Product: [NH2:15][C:13](=[O:14])[C@H:12]([NH:11][C:6]1[N:5]=[C:4]([NH:19][C:20]2[CH:25]=[CH:24][CH:23]=[C:22]([N:26]3[N:30]=[CH:29][CH:28]=[N:27]3)[CH:21]=2)[C:3]([C:1]([NH2:2])=[O:32])=[CH:8][N:7]=1)[CH:16]([CH3:18])[CH3:17]. The catalyst class is: 58. (6) Reactant: Cl.[NH2:2][C@H:3]1[C:12]2[C:7](=[CH:8][CH:9]=[C:10]([C:13]3[CH:18]=[CH:17][C:16]([C:19]([N:21]4[CH2:26][CH2:25][O:24][CH2:23][CH2:22]4)=[O:20])=[CH:15][N:14]=3)[CH:11]=2)[N:6]([C:27](=[O:29])[CH3:28])[C@@H:5]([CH3:30])[CH2:4]1.Cl[C:32]1[CH:37]=[N:36][CH:35]=[CH:34][N:33]=1.C1(P(C2CCCCC2)C2C=CC=CC=2C2C(N(C)C)=CC=CC=2)CCCCC1.CC(C)([O-])C.[Na+]. Product: [CH3:30][C@H:5]1[CH2:4][C@@H:3]([NH:2][C:32]2[CH:37]=[N:36][CH:35]=[CH:34][N:33]=2)[C:12]2[C:7](=[CH:8][CH:9]=[C:10]([C:13]3[CH:18]=[CH:17][C:16]([C:19]([N:21]4[CH2:26][CH2:25][O:24][CH2:23][CH2:22]4)=[O:20])=[CH:15][N:14]=3)[CH:11]=2)[N:6]1[C:27](=[O:29])[CH3:28]. The catalyst class is: 62.